The task is: Predict the product of the given reaction.. This data is from Forward reaction prediction with 1.9M reactions from USPTO patents (1976-2016). (1) Given the reactants [NH:1]1[C:9]2[C:4](=[CH:5][CH:6]=C[CH:8]=2)[CH:3]=[CH:2]1.[CH3:10]B(O)O.[C:14]([O-:17])([O-])=[O:15].[Cs+].[Cs+].O1[CH2:25][CH2:24]OCC1, predict the reaction product. The product is: [CH3:10][C:5]1[CH:6]=[C:24]([CH3:25])[CH:8]=[C:9]2[C:4]=1[C:3]([C:14]([OH:17])=[O:15])=[CH:2][NH:1]2. (2) Given the reactants [F:1][C:2]1[CH:7]=[C:6]([F:8])[CH:5]=[CH:4][C:3]=1[C:9]#[CH:10].[Cl:11][C:12]1[CH:19]=[C:18]([Cl:20])[CH:17]=[CH:16][C:13]=1[CH2:14][SH:15].[Na], predict the reaction product. The product is: [F:1][C:2]1[CH:7]=[C:6]([F:8])[CH:5]=[CH:4][C:3]=1/[CH:9]=[CH:10]\[CH:14]([S:15][CH:14](/[CH:10]=[CH:9]\[C:3]1[CH:4]=[CH:5][C:6]([F:8])=[CH:7][C:2]=1[F:1])[C:13]1[CH:16]=[CH:17][C:18]([Cl:20])=[CH:19][C:12]=1[Cl:11])[C:13]1[CH:16]=[CH:17][C:18]([Cl:20])=[CH:19][C:12]=1[Cl:11]. (3) Given the reactants C(O[C:6]([CH:8]1[CH2:12][CH2:11][CH2:10][N:9]1[C:13](=[O:27])[CH:14]([NH:16][C:17](=[O:26])[C:18]1[CH:23]=[CH:22][C:21]([NH2:24])=[C:20]([Cl:25])[CH:19]=1)[CH3:15])=[O:7])(C)(C)C.[O:28]=[C:29]1[O:33][CH:32]([O:34][CH2:35][CH2:36][C:37]2[CH:42]=[CH:41][CH:40]=[CH:39]C=2)[CH:31]([NH:43]C(C2CCCN2C(=O)C(NC(=O)C2C=CC(N)=C(Cl)C=2)C)=O)[CH2:30]1, predict the reaction product. The product is: [CH:36]1([CH2:35][O:34][CH:32]2[CH:31]([NH:43][C:6]([CH:8]3[CH2:12][CH2:11][CH2:10][N:9]3[C:13](=[O:27])[CH:14]([NH:16][C:17](=[O:26])[C:18]3[CH:23]=[CH:22][C:21]([NH2:24])=[C:20]([Cl:25])[CH:19]=3)[CH3:15])=[O:7])[CH2:30][C:29](=[O:28])[O:33]2)[CH2:37][CH2:42][CH2:41][CH2:40][CH2:39]1. (4) Given the reactants CS(O[CH:6]([C:8]1[CH:21]=[C:20]2[C:11]([O:12][CH2:13][CH2:14][N:15]3[C:19]2=[N:18][C:17]([C:22]2[N:26]([CH:27]([CH3:29])[CH3:28])[N:25]=[C:24]([CH3:30])[N:23]=2)=[CH:16]3)=[CH:10][N:9]=1)[CH3:7])(=O)=O.[C:31]([N:35]1[CH2:40][CH2:39][NH:38][CH2:37][CH2:36]1)([CH3:34])([CH3:33])[CH3:32], predict the reaction product. The product is: [C:31]([N:35]1[CH2:40][CH2:39][N:38]([C@H:6]([C:8]2[N:9]=[CH:10][C:11]3[O:12][CH2:13][CH2:14][N:15]4[CH:16]=[C:17]([C:22]5[N:26]([CH:27]([CH3:29])[CH3:28])[N:25]=[C:24]([CH3:30])[N:23]=5)[N:18]=[C:19]4[C:20]=3[CH:21]=2)[CH3:7])[CH2:37][CH2:36]1)([CH3:34])([CH3:33])[CH3:32].